This data is from Reaction yield outcomes from USPTO patents with 853,638 reactions. The task is: Predict the reaction yield, written as a fraction of the theoretical maximum amount of product (1.0 means a 100% yield; for example, 0.34 means a 34% yield). (1) The reactants are [Br:1][C:2]1[CH:3]=[CH:4][C:5]2[O:6][CH2:7][CH:8]([CH3:12])[NH:9][C:10]=2[N:11]=1.[H-].[Na+].I[CH3:16]. The catalyst is CN(C)C=O. The product is [Br:1][C:2]1[CH:3]=[CH:4][C:5]2[O:6][CH2:7][CH:8]([CH3:12])[N:9]([CH3:16])[C:10]=2[N:11]=1. The yield is 0.900. (2) The reactants are F[B-](F)(F)F.C(N([S+](F)F)CC)C.[Cl:14][C:15]1[N:20]=[CH:19][C:18]([C:21]2([C:28]#[N:29])[CH2:26][CH2:25][C:24](=O)[CH2:23][CH2:22]2)=[CH:17][CH:16]=1.[FH:30].[FH:31].F.C(N(CC)CC)C. The catalyst is C(Cl)Cl. The product is [Cl:14][C:15]1[N:20]=[CH:19][C:18]([C:21]2([C:28]#[N:29])[CH2:26][CH2:25][C:24]([F:31])([F:30])[CH2:23][CH2:22]2)=[CH:17][CH:16]=1. The yield is 0.540. (3) The reactants are [Cl:1][C:2]1[CH:3]=[C:4]2C(=C[C:11]=1[OH:12])OC(=O)[CH:6]=[C:5]2[C:14]([F:17])([F:16])[F:15].[CH3:18][Mg]Cl.O.[CH2:22]1[CH2:26][O:25][CH2:24][CH2:23]1. The catalyst is C1(C)C=CC=CC=1.C1(C)C=CC(S(O)(=O)=O)=CC=1. The product is [Cl:1][C:2]1[CH:3]=[C:4]2[C:26](=[CH:22][C:11]=1[OH:12])[O:25][C:24]([CH3:23])([CH3:18])[CH:6]=[C:5]2[C:14]([F:15])([F:16])[F:17]. The yield is 0.830. (4) The reactants are Br[C:2]1[C:6]2[N:7]=[C:8]([Cl:11])[N:9]=[CH:10][C:5]=2[S:4][CH:3]=1.B([C:15]1[CH:16]=[C:17]([CH:21]=[CH:22][CH:23]=1)[C:18]([OH:20])=[O:19])(O)O. No catalyst specified. The product is [Cl:11][C:8]1[N:9]=[CH:10][C:5]2[S:4][CH:3]=[C:2]([C:15]3[CH:16]=[C:17]([CH:21]=[CH:22][CH:23]=3)[C:18]([OH:20])=[O:19])[C:6]=2[N:7]=1. The yield is 0.650. (5) The reactants are [N+:1]([C:4]1[CH:9]=[CH:8][C:7]([S:10]([O:13][C:14]2[CH:19]=[CH:18][C:17]([CH2:20][C@H:21]([NH:42][C:43]([O:45][C:46]([CH3:49])(C)[CH3:47])=[O:44])[C@H:22]([OH:41])[CH2:23][N:24]([CH2:37][CH:38]([CH3:40])[CH3:39])[S:25]([C:28]3[CH:33]=[CH:32][C:31]([N+:34]([O-:36])=[O:35])=[CH:30][CH:29]=3)(=[O:27])=[O:26])=[CH:16][CH:15]=2)(=[O:12])=[O:11])=[CH:6][CH:5]=1)([O-:3])=[O:2].FC(F)(F)[C:52]([OH:54])=[O:53].[CH2:57](N(C(C)C)C(C)C)[CH3:58]. The catalyst is ClCCl. The product is [N+:1]([C:4]1[CH:9]=[CH:8][C:7]([S:10]([O:13][C:14]2[CH:19]=[CH:18][C:17]([CH2:20][C@H:21]([NH:42][C:43]([O:45][C@H:46]3[C@H:47]4[C@H:52]([O:54][CH2:57][CH2:58]4)[O:53][CH2:49]3)=[O:44])[C@H:22]([OH:41])[CH2:23][N:24]([CH2:37][CH:38]([CH3:39])[CH3:40])[S:25]([C:28]3[CH:29]=[CH:30][C:31]([N+:34]([O-:36])=[O:35])=[CH:32][CH:33]=3)(=[O:27])=[O:26])=[CH:16][CH:15]=2)(=[O:11])=[O:12])=[CH:6][CH:5]=1)([O-:3])=[O:2]. The yield is 0.550. (6) The reactants are NS(N)(=O)=O.Cl[CH2:7][CH2:8][S:9]([N:12]1[CH2:17][CH2:16][CH:15]([C:18]2[C:26]3[C:21](=[C:22]([C:32]([NH2:34])=[O:33])[CH:23]=[C:24]([C:27]4[CH:31]=[CH:30][S:29][CH:28]=4)[CH:25]=3)[NH:20][CH:19]=2)[CH2:14][CH2:13]1)(=[O:11])=[O:10].[NH:35]1[CH2:39][CH2:38][CH2:37][CH2:36]1.C([O-])([O-])=O.[K+].[K+].[Na+].[I-]. No catalyst specified. The product is [N:35]1([CH2:7][CH2:8][S:9]([N:12]2[CH2:17][CH2:16][CH:15]([C:18]3[C:26]4[C:21](=[C:22]([C:32]([NH2:34])=[O:33])[CH:23]=[C:24]([C:27]5[CH:31]=[CH:30][S:29][CH:28]=5)[CH:25]=4)[NH:20][CH:19]=3)[CH2:14][CH2:13]2)(=[O:11])=[O:10])[CH2:39][CH2:38][CH2:37][CH2:36]1. The yield is 0.280.